The task is: Predict which catalyst facilitates the given reaction.. This data is from Catalyst prediction with 721,799 reactions and 888 catalyst types from USPTO. (1) Product: [Cl:20][C:21]1[CH:22]=[CH:23][C:24]2[NH:30][C:29](=[S:2])[CH:28]([CH2:32][C:33]([O:35][CH2:36][CH3:37])=[O:34])[O:27][CH:26]([C:38]3[CH:43]=[CH:42][CH:41]=[CH:40][C:39]=3[O:44][CH3:45])[C:25]=2[CH:46]=1. The catalyst class is: 57. Reactant: P12(SP3(SP(SP(S3)(S1)=S)(=S)S2)=S)=[S:2].C(=O)(O)[O-].[Na+].[Cl:20][C:21]1[CH:22]=[CH:23][C:24]2[NH:30][C:29](=O)[CH:28]([CH2:32][C:33]([O:35][CH2:36][CH3:37])=[O:34])[O:27][CH:26]([C:38]3[CH:43]=[CH:42][CH:41]=[CH:40][C:39]=3[O:44][CH3:45])[C:25]=2[CH:46]=1. (2) Reactant: [C:1](N1C=CN=C1)([N:3]1C=CN=C1)=O.[C:13]([C:15]1[CH:20]=[CH:19][C:18]([N:21]2[C:25]([C:26]3[N:30]([CH2:31][C:32](O)=[O:33])[C:29](=[O:35])[N:28]([C:36]4[CH:41]=[CH:40][CH:39]=[C:38]([C:42]([F:45])([F:44])[F:43])[CH:37]=4)[C:27]=3[CH3:46])=[CH:24][CH:23]=[N:22]2)=[CH:17][CH:16]=1)#[N:14].CN. Product: [C:13]([C:15]1[CH:16]=[CH:17][C:18]([N:21]2[C:25]([C:26]3[N:30]([CH2:31][C:32]([NH:3][CH3:1])=[O:33])[C:29](=[O:35])[N:28]([C:36]4[CH:41]=[CH:40][CH:39]=[C:38]([C:42]([F:44])([F:45])[F:43])[CH:37]=4)[C:27]=3[CH3:46])=[CH:24][CH:23]=[N:22]2)=[CH:19][CH:20]=1)#[N:14]. The catalyst class is: 1. (3) Reactant: [NH:1]1[C:5]2[CH:6]=[CH:7][CH:8]=[CH:9][C:4]=2[N:3]=[C:2]1[CH:10]([NH:26][C:27](=[O:44])[C@@H:28]([NH:36]C(=O)OC(C)(C)C)[CH2:29][C:30]1[CH:35]=[CH:34][CH:33]=[CH:32][CH:31]=1)[CH2:11][C:12]1[CH:17]=[CH:16][C:15]([C:18]2[S:22](=[O:24])(=[O:23])[NH:21][C:20](=[O:25])[CH:19]=2)=[CH:14][CH:13]=1. Product: [NH2:36][C@@H:28]([CH2:29][C:30]1[CH:31]=[CH:32][CH:33]=[CH:34][CH:35]=1)[C:27]([NH:26][C@H:10]([C:2]1[NH:1][C:5]2[CH:6]=[CH:7][CH:8]=[CH:9][C:4]=2[N:3]=1)[CH2:11][C:12]1[CH:17]=[CH:16][C:15]([C:18]2[S:22](=[O:24])(=[O:23])[NH:21][C:20](=[O:25])[CH:19]=2)=[CH:14][CH:13]=1)=[O:44]. The catalyst class is: 617. (4) Reactant: [Br:1][C:2]1[C:7]([NH:8][S:9]([C:12]2[CH:17]=[CH:16][C:15]([F:18])=[CH:14][CH:13]=2)(=[O:11])=[O:10])=[CH:6][CH:5]=[CH:4][N:3]=1.[C:19]([O-])([O-])=O.[Cs+].[Cs+].IC. Product: [Br:1][C:2]1[C:7]([N:8]([CH3:19])[S:9]([C:12]2[CH:17]=[CH:16][C:15]([F:18])=[CH:14][CH:13]=2)(=[O:11])=[O:10])=[CH:6][CH:5]=[CH:4][N:3]=1. The catalyst class is: 31.